Dataset: Forward reaction prediction with 1.9M reactions from USPTO patents (1976-2016). Task: Predict the product of the given reaction. (1) Given the reactants [Cl:1][C:2]1[CH:3]=[C:4]([CH:6]=[CH:7][C:8]=1[Cl:9])[NH2:5].[CH2:10]([O:12][C:13](=[O:18])[C:14](Br)([CH3:16])[CH3:15])[CH3:11].C(N(C(C)C)CC)(C)C.[Na+].[I-], predict the reaction product. The product is: [Cl:1][C:2]1[CH:3]=[C:4]([NH:5][C:14]([CH3:16])([C:13]([O:12][CH2:10][CH3:11])=[O:18])[CH3:15])[CH:6]=[CH:7][C:8]=1[Cl:9]. (2) Given the reactants [NH2:1][C:2]1[S:3][C:4]2[CH:10]=[C:9]([O:11][S:12]([C:15]3[CH:20]=[CH:19][C:18]([F:21])=[CH:17][CH:16]=3)(=[O:14])=[O:13])[CH:8]=[CH:7][C:5]=2[N:6]=1.[CH3:22][O:23][CH2:24][C:25](O)=[O:26].CN(C(ON1N=NC2C=CC=CC1=2)=[N+](C)C)C.F[P-](F)(F)(F)(F)F.C(NC(C)C)(C)C, predict the reaction product. The product is: [CH3:22][O:23][CH2:24][C:25]([NH:1][C:2]1[S:3][C:4]2[CH:10]=[C:9]([O:11][S:12]([C:15]3[CH:20]=[CH:19][C:18]([F:21])=[CH:17][CH:16]=3)(=[O:13])=[O:14])[CH:8]=[CH:7][C:5]=2[N:6]=1)=[O:26]. (3) The product is: [CH2:9]([C:8]1[NH:11][C:6]2[CH:5]=[C:4]([N+:1]([O-:3])=[O:2])[CH:9]=[CH:8][C:7]=2[N:10]=1)[CH2:4][CH2:5][CH2:6][CH3:7]. Given the reactants [N+:1]([C:4]1[CH:9]=[CH:8][C:7]([NH2:10])=[C:6]([NH2:11])[CH:5]=1)([O-:3])=[O:2], predict the reaction product. (4) The product is: [Cl:4][C:5]1[C:13]2[C:8](=[CH:9][CH:10]=[C:11]([NH:14][C:15]3[C:16]4[CH:23]=[C:22]([C:24]5[CH2:25][CH2:26][N:27]([C:38](=[O:39])[CH2:37][CH2:36][N:30]6[CH2:35][CH2:34][CH2:33][CH2:32][CH2:31]6)[CH2:28][CH:29]=5)[NH:21][C:17]=4[N:18]=[CH:19][N:20]=3)[CH:12]=2)[NH:7][N:6]=1. Given the reactants Cl.Cl.Cl.[Cl:4][C:5]1[C:13]2[C:8](=[CH:9][CH:10]=[C:11]([NH:14][C:15]3[C:16]4[CH:23]=[C:22]([C:24]5[CH2:25][CH2:26][NH:27][CH2:28][CH:29]=5)[NH:21][C:17]=4[N:18]=[CH:19][N:20]=3)[CH:12]=2)[NH:7][N:6]=1.[N:30]1([CH2:36][CH2:37][C:38](O)=[O:39])[CH2:35][CH2:34][CH2:33][CH2:32][CH2:31]1.Cl.CN(C)CCCN=C=NCC.ON1C2C=CC=CC=2N=N1.CCN(C(C)C)C(C)C, predict the reaction product. (5) Given the reactants [CH3:1][O:2][C:3]1[CH:10]=[CH:9][C:6]([CH2:7][NH2:8])=[CH:5][CH:4]=1.[CH2:11]([N:14]1[C:18]2[N:19]=[CH:20][CH:21]=[CH:22][C:17]=2[N:16]=[C:15]1[CH2:23]Cl)[CH2:12][CH3:13], predict the reaction product. The product is: [CH2:11]([N:14]1[C:18]2[N:19]=[CH:20][CH:21]=[CH:22][C:17]=2[N:16]=[C:15]1[CH2:23][NH:8][CH2:7][C:6]1[CH:9]=[CH:10][C:3]([O:2][CH3:1])=[CH:4][CH:5]=1)[CH2:12][CH3:13].